Dataset: Catalyst prediction with 721,799 reactions and 888 catalyst types from USPTO. Task: Predict which catalyst facilitates the given reaction. (1) Reactant: [C:1]([O:5][C:6](=[O:20])[NH:7][C:8]1[CH:13]=[CH:12][C:11]([C:14]2[S:15][CH:16]=[CH:17][CH:18]=2)=[CH:10][C:9]=1[NH2:19])([CH3:4])([CH3:3])[CH3:2].[Cl:21][C:22]1[CH:29]=[CH:28][C:25]([CH2:26]Cl)=[CH:24][N:23]=1.CC[O:32]C(C)=O. Product: [C:1]([O:5][C:6](=[O:20])[NH:7][C:8]1[CH:13]=[CH:12][C:11]([C:14]2[S:15][CH:16]=[CH:17][CH:18]=2)=[CH:10][C:9]=1[NH:19][C:26]([C:25]1[CH:24]=[N:23][C:22]([Cl:21])=[CH:29][CH:28]=1)=[O:32])([CH3:4])([CH3:2])[CH3:3]. The catalyst class is: 17. (2) Reactant: [H-].[Na+].[CH3:3][C:4](=[CH2:17])[CH2:5][CH:6]([C:12]([O:14][CH2:15][CH3:16])=[O:13])[C:7]([O:9][CH2:10][CH3:11])=[O:8].Cl[CH2:19][C:20]([CH3:22])=[CH2:21].[Cl-].[NH4+]. Product: [CH3:17][C:4](=[CH2:3])[CH2:5][C:6]([CH2:21][C:20]([CH3:22])=[CH2:19])([C:7]([O:9][CH2:10][CH3:11])=[O:8])[C:12]([O:14][CH2:15][CH3:16])=[O:13]. The catalyst class is: 1. (3) Reactant: FC(F)(F)C(O)=O.[O:8]1[C:12]2[CH:13]=[CH:14][CH:15]=[CH:16][C:11]=2[C:10]([NH:17][C:18]([N:20]2[CH2:25][CH2:24][NH:23][CH2:22][CH2:21]2)=[O:19])=[N:9]1.C(N(CC)CC)C.Cl[C:34]([O:36][CH:37]([CH3:39])[CH3:38])=[O:35].O. Product: [O:8]1[C:12]2[CH:13]=[CH:14][CH:15]=[CH:16][C:11]=2[C:10]([NH:17][C:18]([N:20]2[CH2:25][CH2:24][N:23]([C:34]([O:36][CH:37]([CH3:39])[CH3:38])=[O:35])[CH2:22][CH2:21]2)=[O:19])=[N:9]1. The catalyst class is: 7. (4) Reactant: FC(F)(F)C(O)=O.C([O:12][C:13](=[O:29])[CH2:14][CH:15]([NH:20][C:21](=[O:28])[C:22]1[CH:27]=[CH:26][CH:25]=[CH:24][CH:23]=1)[C:16](=[O:19])[CH2:17][F:18])(C)(C)C. Product: [C:21]([NH:20][CH:15]([C:16](=[O:19])[CH2:17][F:18])[CH2:14][C:13]([OH:29])=[O:12])(=[O:28])[C:22]1[CH:23]=[CH:24][CH:25]=[CH:26][CH:27]=1. The catalyst class is: 2. (5) Reactant: [CH3:1][O:2][C:3]1[CH:8]=[CH:7][C:6]([CH2:9][SH:10])=[CH:5][CH:4]=1.[F-].[K+].C(=O)([O-])[O-].[K+].[K+].Br[C:20]1[C:25]([OH:26])=[CH:24][CH:23]=[CH:22][N:21]=1. Product: [CH3:1][O:2][C:3]1[CH:8]=[CH:7][C:6]([CH2:9][S:10][C:20]2[C:25]([OH:26])=[CH:24][CH:23]=[CH:22][N:21]=2)=[CH:5][CH:4]=1. The catalyst class is: 399. (6) Product: [CH3:4][O:5][C:6]1[CH:11]=[CH:10][CH:9]=[CH:8][C:7]=1[S:12]([N:2]([CH3:3])[CH3:1])(=[O:14])=[O:13]. The catalyst class is: 7. Reactant: [CH3:1][NH:2][CH3:3].[CH3:4][O:5][C:6]1[CH:11]=[CH:10][CH:9]=[CH:8][C:7]=1[S:12](Cl)(=[O:14])=[O:13].O.C(OCC)(=O)C. (7) Reactant: [CH3:1][C:2]1[CH:7]=[C:6]([O:8][CH3:9])[CH:5]=[CH:4][C:3]=1[NH:10][C:11]([NH2:13])=[S:12].[C:14]([O:19][CH2:20][Br:21])(=[O:18])[CH:15]([CH3:17])[CH3:16]. Product: [BrH:21].[C:14]([O:19][CH2:20][S:12]/[C:11](=[N:10]/[C:3]1[CH:4]=[CH:5][C:6]([O:8][CH3:9])=[CH:7][C:2]=1[CH3:1])/[NH2:13])(=[O:18])[CH:15]([CH3:17])[CH3:16]. The catalyst class is: 21. (8) Reactant: [NH2:1][C:2]1[CH:3]=[C:4]2[C:20](=[O:21])[NH:19][N:18]=[CH:17][C:6]3=[C:7]([C:11]4[CH:16]=[CH:15][CH:14]=[CH:13][CH:12]=4)[NH:8][C:9]([CH:10]=1)=[C:5]23.[CH3:22][C:23]([O:26][C:27]([N:29]([CH3:42])[C@H:30]([CH2:34][C:35]1[CH:40]=[CH:39][C:38]([OH:41])=[CH:37][CH:36]=1)[C:31](O)=[O:32])=[O:28])([CH3:25])[CH3:24].C(N(CC)CC)C.F[P-](F)(F)(F)(F)F.N1(OC(N(C)C)=[N+](C)C)C2N=CC=CC=2N=N1. Product: [OH:41][C:38]1[CH:39]=[CH:40][C:35]([CH2:34][C@@H:30]([N:29]([CH3:42])[C:27](=[O:28])[O:26][C:23]([CH3:22])([CH3:25])[CH3:24])[C:31](=[O:32])[NH:1][C:2]2[CH:3]=[C:4]3[C:20](=[O:21])[NH:19][N:18]=[CH:17][C:6]4=[C:7]([C:11]5[CH:12]=[CH:13][CH:14]=[CH:15][CH:16]=5)[NH:8][C:9]([CH:10]=2)=[C:5]34)=[CH:36][CH:37]=1. The catalyst class is: 306. (9) Reactant: [C:1]1([C@@H:7]([NH2:9])[CH3:8])[CH:6]=[CH:5][CH:4]=[CH:3][CH:2]=1.[CH3:10][C@@H:11]([C@@H:14]([O:16][CH2:17][C:18]1[CH:23]=[CH:22][CH:21]=CC=1)[CH3:15])[CH:12]=O.C[OH:25].[Si]([C:30]#[N:31])(C)(C)C. Product: [C:30]([C@H:12]([NH:9][C@H:7]([C:1]1[CH:6]=[CH:5][CH:4]=[CH:3][CH:2]=1)[CH3:8])[C@@H:11]([CH3:10])[C@@H:14]([O:16][CH:17]1[CH2:18][CH2:23][CH2:22][CH2:21][O:25]1)[CH3:15])#[N:31].[C:30]([C@@H:12]([NH:9][C@H:7]([C:1]1[CH:6]=[CH:5][CH:4]=[CH:3][CH:2]=1)[CH3:8])[C@@H:11]([CH3:10])[C@@H:14]([O:16][CH:17]1[CH2:18][CH2:23][CH2:22][CH2:21][O:25]1)[CH3:15])#[N:31]. The catalyst class is: 4.